This data is from Forward reaction prediction with 1.9M reactions from USPTO patents (1976-2016). The task is: Predict the product of the given reaction. (1) Given the reactants [CH3:1][C:2]1[O:3][C:4]2[C:9]([C:10](=[O:12])[CH:11]=1)=[CH:8][CH:7]=[CH:6][C:5]=2[CH:13]=O.[C:15]([O:21][CH2:22][CH2:23][CH3:24])(=[O:20])[CH2:16][C:17]([CH3:19])=[O:18].C(O)(=O)C.N1CCCCC1, predict the reaction product. The product is: [CH3:1][C:2]1[O:3][C:4]2[C:9]([C:10](=[O:12])[CH:11]=1)=[CH:8][CH:7]=[CH:6][C:5]=2[CH:13]=[C:16]([C:17](=[O:18])[CH3:19])[C:15]([O:21][CH2:22][CH2:23][CH3:24])=[O:20]. (2) Given the reactants C([O:4][C@@H:5]1[C@@H:10]([O:11]C(=O)C)[C@H:9]([O:15]C(=O)C)[C@@H:8]([CH2:19][O:20]C(=O)C)[O:7][C@H:6]1[O:24][C:25]1[C:29]([CH2:30][C:31]2[CH:36]=[CH:35][C:34]([O:37][CH2:38][CH2:39][CH2:40]O)=[CH:33][CH:32]=2)=[C:28]([CH:42]([CH3:44])[CH3:43])[NH:27][N:26]=1)(=O)C.[NH2:45][CH:46]([CH2:49][OH:50])[CH2:47][OH:48].NC(C)(C)CO, predict the reaction product. The product is: [C@@H:6]1([O:24][C:25]2[C:29]([CH2:30][C:31]3[CH:32]=[CH:33][C:34]([O:37][CH2:38][CH2:39][CH2:40][NH:45][CH:46]([CH2:49][OH:50])[CH2:47][OH:48])=[CH:35][CH:36]=3)=[C:28]([CH:42]([CH3:44])[CH3:43])[NH:27][N:26]=2)[O:7][C@H:8]([CH2:19][OH:20])[C@@H:9]([OH:15])[C@H:10]([OH:11])[C@H:5]1[OH:4]. (3) Given the reactants [C:1]([O:9][CH3:10])(=[O:8])/[CH:2]=[CH:3]\[C:4]([O:6][CH3:7])=[O:5].[N+:11]([CH2:14][CH3:15])([O-:13])=[O:12].[F-].C([N+](CCCC)(CCCC)CCCC)CCC, predict the reaction product. The product is: [N+:11]([CH:14]([CH:3]([CH2:2][C:1]([O:9][CH3:10])=[O:8])[C:4]([O:6][CH3:7])=[O:5])[CH3:15])([O-:13])=[O:12]. (4) Given the reactants [CH3:1][S:2]([N:5]1[CH2:14][CH2:13][C:12]2[C:11]([OH:15])=[CH:10][CH:9]=[CH:8][C:7]=2[CH2:6]1)(=[O:4])=[O:3].CS(O[CH2:21][CH2:22][CH:23]1[CH2:28][CH2:27][N:26]([C:29]([O:31][C:32]([CH3:35])([CH3:34])[CH3:33])=[O:30])[CH2:25][CH2:24]1)(=O)=O, predict the reaction product. The product is: [CH3:1][S:2]([N:5]1[CH2:14][CH2:13][C:12]2[C:7](=[CH:8][CH:9]=[CH:10][C:11]=2[O:15][CH2:21][CH2:22][CH:23]2[CH2:24][CH2:25][N:26]([C:29]([O:31][C:32]([CH3:33])([CH3:35])[CH3:34])=[O:30])[CH2:27][CH2:28]2)[CH2:6]1)(=[O:4])=[O:3].